This data is from Catalyst prediction with 721,799 reactions and 888 catalyst types from USPTO. The task is: Predict which catalyst facilitates the given reaction. Reactant: [C:1]([O:5][C:6]([N:8]([CH3:35])[C@@H:9]([CH3:34])[C:10]([NH:12][C@@H:13]([CH:28]1[CH2:33][CH2:32][O:31][CH2:30][CH2:29]1)[C:14]([N:16]1[C:20]2=[N:21][CH:22]=[CH:23][CH:24]=[C:19]2[CH2:18][C@H:17]1[C:25]([OH:27])=O)=[O:15])=[O:11])=[O:7])([CH3:4])([CH3:3])[CH3:2].C(N(C(C)C)CC)(C)C.C1(P(Cl)(C2C=CC=CC=2)=O)C=CC=CC=1.[F:60][C:61]1[CH:67]=[CH:66][CH:65]=[C:64]([CH3:68])[C:62]=1[NH2:63].OS([O-])(=O)=O.[K+]. Product: [F:60][C:61]1[CH:67]=[CH:66][CH:65]=[C:64]([CH3:68])[C:62]=1[NH:63][C:25]([C@H:17]1[N:16]([C:14](=[O:15])[C@@H:13]([NH:12][C:10](=[O:11])[C@@H:9]([N:8]([CH3:35])[C:6](=[O:7])[O:5][C:1]([CH3:2])([CH3:4])[CH3:3])[CH3:34])[CH:28]2[CH2:33][CH2:32][O:31][CH2:30][CH2:29]2)[C:20]2=[N:21][CH:22]=[CH:23][CH:24]=[C:19]2[CH2:18]1)=[O:27]. The catalyst class is: 2.